This data is from Antibody developability classification from SAbDab with 2,409 antibodies. The task is: Regression/Classification. Given an antibody's heavy chain and light chain sequences, predict its developability. TAP uses regression for 5 developability metrics; SAbDab uses binary classification. (1) Result: 1 (developable). The antibody is ['QVQLLESGGGLVQPGGSLRLSCAASGFTFSSHGMHWVRQAPGKGLEWVSVISGSGSNTGYADSVKGRFTISRDNSKNTLYLQMNSLRAEDTAVYYCARQWGSYAFDSWGQGTLVTVSS', 'DIQMTQSPSSLSASVGDRVTITCRASQSISSYLNWYQQKPGKAPKLLIYAVSTLQSGVPSRFSGSGSGTDFTLTISSLQPEDFATYYCQQSGTFPPTTFGQGTKVEIK']. (2) The antibody is ['EVQLQQSGAELVKPGASVKLSCTASGFNIKDYYIHWVQQRTEQGLEWIGRIDPEDGETKYAPKFQDKATITADTSSNTAYLHLSSLTSEDTAVYYCARWGAYWGQGTLVTVSA', 'EIVLTQSPAIMSASPGEKVTLTCASSSVSSSYLYWYQQKPGSSPKLWIYSTSNLASGVPARFSGSGSGTSYSLTISSMEAEDAASYFCHQWSSYPRTFGAGTKLELK']. Result: 0 (not developable). (3) The antibody is ['EVQLLESGGGLVQPGGSLRLSCAASGFTFSSYAMSWVRQAPGKGLEWVSTISSGGSYTSYPDSVKGRFTISRDNSKNTLYLQMNSLRAEDTAVYYCAKQDYAMNYWGQGTLVTVSS', 'DIQMTQSPSSLSASVGDRVTITCKASQDVSTAVAWYQQKPGKAPKLLIYSASYRYTGVPSRFSGSGSGTDFTLTISSLNPEDFATYYCQQHYSTPWTFGGGTKVEIK']. Result: 1 (developable). (4) The antibody is ['RITLKESGPPLVKPTQTLTLTCSFSGFSLSDFGVGVGWIRQPPGKALEWLAIIYSDDDKRYSPSLNTRLTITKDTSKNQVVLVMTRVSPVDTATYFCAHRRGPTTLFGVPIARGPVNAMDVWGQGITVTISS', 'PROT_09A57F9F']. Result: 0 (not developable).